This data is from Forward reaction prediction with 1.9M reactions from USPTO patents (1976-2016). The task is: Predict the product of the given reaction. (1) Given the reactants [Br:1][C:2]1[C:3]([I:11])=[C:4]([C:8]([OH:10])=[O:9])[CH:5]=[N:6][CH:7]=1.[CH3:12][Si](C=[N+]=[N-])(C)C, predict the reaction product. The product is: [Br:1][C:2]1[C:3]([I:11])=[C:4]([C:8]([O:10][CH3:12])=[O:9])[CH:5]=[N:6][CH:7]=1. (2) Given the reactants CC(C)([O-])C.[K+].[CH:7]1[C:16]2[C:11](=[CH:12][CH:13]=[CH:14][CH:15]=2)[CH:10]=[CH:9][C:8]=1[C:17]1([C:22]2[CH:27]=[CH:26][CH:25]=[CH:24][CH:23]=2)[CH2:19][C:18]1(Br)[CH3:20].O, predict the reaction product. The product is: [CH:7]1[C:16]2[C:11](=[CH:12][CH:13]=[CH:14][CH:15]=2)[CH:10]=[CH:9][C:8]=1[C:17]1([C:22]2[CH:27]=[CH:26][CH:25]=[CH:24][CH:23]=2)[CH2:19][C:18]1=[CH2:20].